This data is from Peptide-MHC class I binding affinity with 185,985 pairs from IEDB/IMGT. The task is: Regression. Given a peptide amino acid sequence and an MHC pseudo amino acid sequence, predict their binding affinity value. This is MHC class I binding data. (1) The peptide sequence is EVCQATSQY. The MHC is HLA-A30:02 with pseudo-sequence HLA-A30:02. The binding affinity (normalized) is 0.213. (2) The peptide sequence is LYQTFGRKL. The MHC is Patr-A0901 with pseudo-sequence Patr-A0901. The binding affinity (normalized) is 0.296. (3) The peptide sequence is NMISDTIFV. The MHC is HLA-A02:01 with pseudo-sequence HLA-A02:01. The binding affinity (normalized) is 0.929. (4) The peptide sequence is ITMYVAFEQ. The MHC is HLA-A02:19 with pseudo-sequence HLA-A02:19. The binding affinity (normalized) is 0.0847. (5) The binding affinity (normalized) is 0.0847. The MHC is HLA-B15:17 with pseudo-sequence HLA-B15:17. The peptide sequence is DEMVCKWLL. (6) The peptide sequence is FMKVKFEAL. The MHC is HLA-B08:01 with pseudo-sequence HLA-B08:01. The binding affinity (normalized) is 0.695. (7) The peptide sequence is GDYKLVEI. The MHC is HLA-B45:01 with pseudo-sequence HLA-B45:01. The binding affinity (normalized) is 0.